Dataset: Experimentally validated miRNA-target interactions with 360,000+ pairs, plus equal number of negative samples. Task: Binary Classification. Given a miRNA mature sequence and a target amino acid sequence, predict their likelihood of interaction. (1) The miRNA is mmu-miR-135a-5p with sequence UAUGGCUUUUUAUUCCUAUGUGA. The protein sequence of the target gene is MTSMASLFSFTSPAVKRLLGWKQGDEEEKWAEKAVDALVKKLKKKKGAMEELEKALSSPGQPSKCVTIPRSLDGRLQVSHRKGLPHVIYCRVWRWPDLQSHHELKPLDICEFPFGSKQKEVCINPYHYKRVESPVLPPVLVPRHNEFNPQHSLLVQFRNLSHNEPHMPQNATFPDSFHQPNNAPFPLSPNSPYPPSPASSTYPNSPASSGPGSPFQLPADTPPPAYMPPDDQMAPDNSQPMDTSSNMIPQTMPSISSRDVQPVAYEEPKHWCSIVYYELNNRVGEAFHASSTSVLVDGFT.... Result: 1 (interaction). (2) The miRNA is hsa-miR-1200 with sequence CUCCUGAGCCAUUCUGAGCCUC. The protein sequence of the target gene is MAAGCSEAPRPAAASDGSLVGQAGVLPCLELPTYAAACALVNSRYSCLVAGPHQRHIALSPRYLNRKRTGIREQLDAELLRYSESLLGVPIAYDNIKVVGELGDIYDDQGHIHLNIEADFVIFCPEPGQKLMGIVNKVSSSHIGCLVHGCFNASIPKPEQLSAEQWQTMEINMGDELEFEVFRLDSDAAGVFCIRGKLNITSLQFKRSEVSEEVTENGTEEAAKKPKKKKKKKDPETYEVDSGTTKLADDADDTPMEESALQNTNNANGIWEEEPKKKKKKKKHQEVQDQDPVFQGSDSS.... Result: 1 (interaction). (3) The miRNA is hsa-miR-519d-3p with sequence CAAAGUGCCUCCCUUUAGAGUG. The protein sequence of the target gene is MAPEIHMTGPMCLIENTNGELVANPEALKILSAITQPVVVVAIVGLYRTGKSYLMNKLAGKNKGFSLGSTVKSHTKGIWMWCVPHPKKPEHTLVLLDTEGLGDVKKGDNQNDSWIFTLAVLLSSTLVYNSMGTINQQAMDQLYYVTELTHRIRSKSSPDENENEDSADFVSFFPDFVWTLRDFSLDLEADGQPLTPDEYLEYSLKLTQGTSQKDKNFNLPRLCIRKFFPKKKCFVFDLPIHRRKLAQLEKLQDEELDPEFVQQVADFCSYIFSNSKTKTLSGGIKVNGPRLESLVLTYIN.... Result: 1 (interaction). (4) The protein sequence of the target gene is MNQPGGAAAPQADGASAAGRKSTASRERLKRSQKSTKVEGPEPVPAEASLSAEQGTMTEVKVKTELPDDYIQEVIWQGEAKEEKKAVSKDGTSDVPAEICVVIGGVRNQQTLDGKAPEGSPHGGSVRSRYSGTWIFDQALRYASGSYECGICGKKYKYYNCFQTHVRAHRDTEATSGEGASQSNNFRYTCDICGKKYKYYSCFQEHRDLHAVDVFSVEGAPENRADPFDQGVVATDEVKEEPPEPFQKIGPKTGNYTCEFCGKQYKYYTPYQEHVALHAPISTAPGWEPPDDPDTGSECS.... The miRNA is hsa-miR-10a-5p with sequence UACCCUGUAGAUCCGAAUUUGUG. Result: 1 (interaction). (5) The miRNA is hsa-miR-6812-3p with sequence CCGCUCUUCCCCUGACCCCAG. The protein sequence of the target gene is MEQVEILRRFIQRVQAMKSPDHNGEDNFARDFMRLRRLSTKYRTEKIYPTATGEKEENVKKNRYKDILPFDHSRVKLTLKTPSQDSDYINANFIKGVYGPKAYVATQGPLANTVIDFWRMIWEYNVVIIVMACREFEMGRKKCERYWPLYGEDPITFAPFKISCENEQARTDYFIRTLLLEFQNESRRLYQFHYVNWPDHDVPSSFDSILDMISLMRKYQEHEDVPICIHCSAGCGRTGAICAIDYTWNLLKAGKIPEEFNVFNLIQEMRTQRHSAVQTKEQYELVHRAIAQLFEKQLQL.... Result: 0 (no interaction). (6) The miRNA is mmu-miR-1949 with sequence CUAUACCAGGAUGUCAGCAUAGUU. The protein sequence of the target gene is MMHFKSGLELTELQNMTVPEDDNVSNDSNDFTEVENGQINSKFISDRESRRSLTNSHLEKRKCDEYIPGTTSLGMSVFNLSNAIMGSGILGLAFALANTGILLFLILLTSVTLLSIYSINLLLICSKETGCMVYEKLGEQVFGTTGKLVIFGATSLQNTGAMLSYLFIVKNELPSAIKSLMGEEDAFSAWYVDGRVLVVMVTFGIILPLCLLKNLGYLGYTSGFSLSCMMFFLIVVIYKKFQTPCMSVEQNSTVSANVTDACTPKYVTFNSKTVYALPTIAFAFVCHPSVLPIYSELKDR.... Result: 1 (interaction). (7) The miRNA is hsa-miR-6805-5p with sequence UAGGGGGCGGCUUGUGGAGUGU. The protein sequence of the target gene is MSSTKLEDSLSRRNWSSASELNETQEPFLNPTDYDDEEFLRYLWREYLHPKEYEWVLIAGYIIVFVVALIGNVLVCVAVWKNHHMRTVTNYFIVNLSLADVLVTITCLPATLVVDITETWFFGQSLCKVIPYLQTVSVSVSVLTLSCIALDRWYAICHPLMFKSTAKRARNSIVVIWIVSCIIMIPQAIVMECSSMLPGLANKTTLFTVCDEHWGGEVYPKMYHICFFLVTYMAPLCLMILAYLQIFRKLWCRQIPGTSSVVQRKWKQQQPVSQPRGSGQQSKARISAVAAEIKQIRARR.... Result: 0 (no interaction).